Dataset: Full USPTO retrosynthesis dataset with 1.9M reactions from patents (1976-2016). Task: Predict the reactants needed to synthesize the given product. (1) Given the product [CH3:1][C:2](=[CH:10][CH:11]([CH3:24])[CH2:12][C:13]1[CH:14]=[CH:15][C:16]([N:19]([CH3:20])[CH3:21])=[CH:17][CH:18]=1)[CH:3]=[CH:4][C:5]([O:7][CH2:8][CH3:9])=[O:6], predict the reactants needed to synthesize it. The reactants are: [CH3:1][C:2](=[CH:10][CH:11]([CH3:24])[CH:12](OC)[C:13]1[CH:18]=[CH:17][C:16]([N:19]([CH3:21])[CH3:20])=[CH:15][CH:14]=1)[CH:3]=[CH:4][C:5]([O:7][CH2:8][CH3:9])=[O:6].C([SiH](CC)CC)C.B(F)(F)F.CCOCC. (2) Given the product [CH3:11][C:8]1[CH:9]=[CH:10][C:4]2[NH:3][C:2](=[O:1])[NH:6][C:5]=2[CH:7]=1, predict the reactants needed to synthesize it. The reactants are: [O:1]=[C:2]1[NH:6][C:5]2[CH:7]=[C:8]([C:11](OC)=O)[CH:9]=[CH:10][C:4]=2[NH:3]1.P(Cl)(Cl)(Cl)=O. (3) Given the product [CH3:15][O:14][N:13]=[C:11]1[CH2:10][C@@H:9]([C:16]2[O:18][N:43]=[C:42]([CH2:41][S:40][CH2:39][C:35]3[O:34][CH:38]=[CH:37][CH:36]=3)[N:44]=2)[N:8]([C:6]([C:31]2[CH:30]=[CH:29][C:28]([C:19]3[CH:20]=[CH:21][CH:22]=[CH:23][CH:24]=3)=[CH:33][CH:32]=2)=[O:7])[CH2:12]1, predict the reactants needed to synthesize it. The reactants are: C(O[C:6]([N:8]1[CH2:12][C:11](=[N:13][O:14][CH3:15])[CH2:10][C@H:9]1[C:16]([OH:18])=O)=[O:7])(C)(C)C.[C:19]1([C:28]2[CH:33]=[CH:32][CH:31]=[CH:30][CH:29]=2)[CH:24]=[CH:23][C:22](C(Cl)=O)=[CH:21][CH:20]=1.[O:34]1[CH:38]=[CH:37][CH:36]=[C:35]1[CH2:39][S:40][CH2:41][C:42](=[N:44]O)[NH2:43].